This data is from Reaction yield outcomes from USPTO patents with 853,638 reactions. The task is: Predict the reaction yield, written as a fraction of the theoretical maximum amount of product (1.0 means a 100% yield; for example, 0.34 means a 34% yield). The reactants are [Cl:1][C:2]1[CH:3]=[C:4]2[C:8](=[C:9]([N+:11]([O-])=O)[CH:10]=1)[NH:7][C:6]([C:14]1[CH:19]=[CH:18][CH:17]=[CH:16][CH:15]=1)=[CH:5]2.C[C:37]1[CH:38]=[C:33]2C(=[C:35]([N+]([O-])=O)[CH:36]=1)NC([C:33]1[CH:38]=[CH:37][CH:36]=[CH:35]C=1)=C2. No catalyst specified. The product is [Cl:1][C:2]1[CH:3]=[C:4]2[C:8](=[C:9]([NH:11][CH:35]3[CH2:36][CH2:37][CH2:38][CH2:33]3)[CH:10]=1)[NH:7][C:6]([C:14]1[CH:19]=[CH:18][CH:17]=[CH:16][CH:15]=1)=[CH:5]2. The yield is 0.890.